Dataset: Forward reaction prediction with 1.9M reactions from USPTO patents (1976-2016). Task: Predict the product of the given reaction. (1) Given the reactants [C:1]([CH2:3][C:4]([N:6]([CH:8]1[CH2:13][CH2:12][CH2:11][CH2:10][CH2:9]1)[CH3:7])=[O:5])#[N:2].[H][H], predict the reaction product. The product is: [NH2:2][CH2:1][CH2:3][C:4]([N:6]([CH:8]1[CH2:13][CH2:12][CH2:11][CH2:10][CH2:9]1)[CH3:7])=[O:5]. (2) The product is: [OH:49][C:36]([C:37]1[CH:38]=[CH:39][CH:40]=[CH:41][CH:42]=1)([C:33]1[CH:32]=[CH:31][CH:30]=[CH:35][CH:34]=1)[CH:43]1[CH2:48][CH2:47][N:46]([CH2:2][CH2:3][CH2:4][C:5]([C:10]2[CH:15]=[CH:14][C:13]([C:16]([CH3:22])([CH3:21])[C:17]([O:19][CH3:20])=[O:18])=[CH:12][CH:11]=2)([O:8][CH3:9])[O:6][CH3:7])[CH2:45][CH2:44]1. Given the reactants Cl[CH2:2][CH2:3][CH2:4][C:5]([C:10]1[CH:15]=[CH:14][C:13]([C:16]([CH3:22])([CH3:21])[C:17]([O:19][CH3:20])=[O:18])=[CH:12][CH:11]=1)([O:8][CH3:9])[O:6][CH3:7].C1(C)C=CC=CC=1.[CH:30]1[CH:31]=[CH:32][C:33]([C:36]([OH:49])([CH:43]2[CH2:48][CH2:47][NH:46][CH2:45][CH2:44]2)[C:37]2[CH:38]=[CH:39][CH:40]=[CH:41][CH:42]=2)=[CH:34][CH:35]=1.C(=O)(O)[O-].[Na+], predict the reaction product. (3) Given the reactants C([O:3][C:4](=[O:30])[CH2:5][N:6]1[CH2:12][CH:11]([C:13]2[CH:18]=[CH:17][CH:16]=[CH:15][C:14]=2[Cl:19])[C:10]2[CH:20]=[C:21]([Cl:24])[CH:22]=[CH:23][C:9]=2[CH:8]([CH2:25][C:26]([CH3:28])=[CH2:27])[C:7]1=[O:29])C.[OH-].[Na+].Cl.ClCCl, predict the reaction product. The product is: [Cl:24][C:21]1[CH:22]=[CH:23][C:9]2[CH:8]([CH2:25][C:26]([CH3:28])=[CH2:27])[C:7](=[O:29])[N:6]([CH2:5][C:4]([OH:30])=[O:3])[CH2:12][CH:11]([C:13]3[CH:18]=[CH:17][CH:16]=[CH:15][C:14]=3[Cl:19])[C:10]=2[CH:20]=1.